This data is from Reaction yield outcomes from USPTO patents with 853,638 reactions. The task is: Predict the reaction yield, written as a fraction of the theoretical maximum amount of product (1.0 means a 100% yield; for example, 0.34 means a 34% yield). The reactants are [CH:1]1[C:10]2[CH2:9][CH2:8][C:7]3[CH:11]=[CH:12][CH:13]=[CH:14][C:6]=3[C:5](=O)[C:4]=2[S:3][CH:2]=1.[Cl:16][C:17]1[CH:25]=[C:24]([Cl:26])[CH:23]=[CH:22][C:18]=1[CH2:19][Mg]Cl. The catalyst is C1COCC1. The product is [Cl:16][C:17]1[CH:25]=[C:24]([Cl:26])[CH:23]=[CH:22][C:18]=1[CH:19]=[C:5]1[C:6]2[CH:14]=[CH:13][CH:12]=[CH:11][C:7]=2[CH2:8][CH2:9][C:10]2[CH:1]=[CH:2][S:3][C:4]1=2. The yield is 0.320.